Task: Regression. Given a peptide amino acid sequence and an MHC pseudo amino acid sequence, predict their binding affinity value. This is MHC class I binding data.. Dataset: Peptide-MHC class I binding affinity with 185,985 pairs from IEDB/IMGT The peptide sequence is IMNRRKRSV. The MHC is HLA-B08:01 with pseudo-sequence HLA-B08:01. The binding affinity (normalized) is 0.932.